This data is from Forward reaction prediction with 1.9M reactions from USPTO patents (1976-2016). The task is: Predict the product of the given reaction. (1) Given the reactants C(OC([NH:11][C@H:12]1[CH2:17][CH2:16][N:15]([C:18]2[CH:23]=[C:22]([C:24]([O:26][CH2:27][CH3:28])=[O:25])[C:21]([CH3:29])=[CH:20][N:19]=2)[CH2:14][C@H:13]1[O:30][CH3:31])=O)C1C=CC=CC=1, predict the reaction product. The product is: [NH2:11][C@H:12]1[CH2:17][CH2:16][N:15]([C:18]2[CH:23]=[C:22]([C:24]([O:26][CH2:27][CH3:28])=[O:25])[C:21]([CH3:29])=[CH:20][N:19]=2)[CH2:14][C@H:13]1[O:30][CH3:31]. (2) Given the reactants Cl[C:2]1[CH:7]=[CH:6][N:5]=[CH:4][CH:3]=1.[CH2:8]([OH:11])[CH2:9]O.[OH-:12].[Na+].[CH3:14]S(C)=O, predict the reaction product. The product is: [OH:12][CH2:14][CH2:9][CH2:8][O:11][C:2]1[CH:7]=[CH:6][N:5]=[CH:4][CH:3]=1. (3) Given the reactants C(O[C:6]([C:8]1[N:9]=[CH:10][C:11]2[C:16]([C:17]=1[OH:18])=[CH:15][C:14]([O:19][C:20]1[CH:25]=[CH:24][CH:23]=[CH:22][CH:21]=1)=[CH:13][CH:12]=2)=[O:7])CCC.[NH2:26][CH2:27][CH2:28][CH2:29][C:30]([OH:32])=[O:31].C[O-].[Na+].CO, predict the reaction product. The product is: [OH:18][C:17]1[C:16]2[C:11](=[CH:12][CH:13]=[C:14]([O:19][C:20]3[CH:25]=[CH:24][CH:23]=[CH:22][CH:21]=3)[CH:15]=2)[CH:10]=[N:9][C:8]=1[C:6]([NH:26][CH2:27][CH2:28][CH2:29][C:30]([OH:32])=[O:31])=[O:7]. (4) Given the reactants [Br:1][C:2]1[C:3]([NH2:9])=[N:4][CH:5]=[C:6]([Cl:8])[N:7]=1.[F:10][C:11]1[CH:12]=[C:13](B(O)O)[CH:14]=[N:15][C:16]=1[O:17][CH3:18].C(N(CC)C(C)C)(C)C, predict the reaction product. The product is: [Br:1][C:2]1[C:3]([NH:9][C:13]2[CH:14]=[N:15][C:16]([O:17][CH3:18])=[C:11]([F:10])[CH:12]=2)=[N:4][CH:5]=[C:6]([Cl:8])[N:7]=1. (5) Given the reactants [C:1]([O:5][C:6](N1CCC(C(O)=O)CC1)=[O:7])([CH3:4])([CH3:3])[CH3:2].C([N:19]([CH2:22][CH3:23])[CH2:20][CH3:21])C.C1C=CC2N([OH:33])N=NC=2C=1.[CH3:34][CH2:35][N:36]=[C:37]=NCCCN(C)C.CN([CH:48]=[O:49])C, predict the reaction product. The product is: [C:1]([O:5][C:6]([C:34]1([C:35]([N:36]([O:49][CH3:48])[CH3:37])=[O:33])[CH2:21][CH2:20][NH:19][CH2:22][CH2:23]1)=[O:7])([CH3:2])([CH3:3])[CH3:4]. (6) Given the reactants Br[C:2]1[CH:3]=[N:4][C:5]2[N:6]([CH:8]=[C:9]([CH2:11][O:12][C:13]3[CH:14]=[N:15][CH:16]=[C:17]([F:19])[CH:18]=3)[N:10]=2)[CH:7]=1.[F:20][C:21]1[CH:26]=[CH:25][C:24](B(O)O)=[C:23]([O:30][CH3:31])[CH:22]=1, predict the reaction product. The product is: [F:20][C:21]1[CH:26]=[CH:25][C:24]([C:2]2[CH:3]=[N:4][C:5]3[N:6]([CH:8]=[C:9]([CH2:11][O:12][C:13]4[CH:14]=[N:15][CH:16]=[C:17]([F:19])[CH:18]=4)[N:10]=3)[CH:7]=2)=[C:23]([O:30][CH3:31])[CH:22]=1. (7) Given the reactants [NH2:1][CH2:2][CH2:3][S:4][CH2:5][CH2:6][S:7]([NH:10][CH2:11][C:12]1([C:30]2[CH:35]=[CH:34][CH:33]=[CH:32][CH:31]=2)[S:16][C:15]([NH:17][C:18](=[O:23])[C:19]([CH3:22])([CH3:21])[CH3:20])=[N:14][N:13]1[C:24](=[O:29])[C:25]([CH3:28])([CH3:27])[CH3:26])(=[O:9])=[O:8].C(OCC)(=O)C.[ClH:42], predict the reaction product. The product is: [ClH:42].[NH2:1][CH2:2][CH2:3][S:4][CH2:5][CH2:6][S:7]([NH:10][CH2:11][C:12]1([C:30]2[CH:31]=[CH:32][CH:33]=[CH:34][CH:35]=2)[S:16][C:15]([NH:17][C:18](=[O:23])[C:19]([CH3:22])([CH3:21])[CH3:20])=[N:14][N:13]1[C:24](=[O:29])[C:25]([CH3:27])([CH3:28])[CH3:26])(=[O:8])=[O:9]. (8) Given the reactants Br[C:2]1[N:3]=[C:4]2[C:10]([C:11]([NH:13][C:14]([CH3:17])([CH3:16])[CH3:15])=[O:12])=[CH:9][N:8]([CH2:18][O:19][CH2:20][CH2:21][Si:22]([CH3:25])([CH3:24])[CH3:23])[C:5]2=[N:6][CH:7]=1.CC1(C)C(C)(C)OB([C:34]2[CH:35]=[CH:36][CH:37]=[C:38]3[C:42]=2[NH:41][CH:40]=[CH:39]3)O1.C(=O)([O-])[O-].[K+].[K+].O1CCOCC1, predict the reaction product. The product is: [C:14]([NH:13][C:11]([C:10]1[C:4]2[C:5](=[N:6][CH:7]=[C:2]([C:34]3[CH:35]=[CH:36][CH:37]=[C:38]4[C:42]=3[NH:41][CH:40]=[CH:39]4)[N:3]=2)[N:8]([CH2:18][O:19][CH2:20][CH2:21][Si:22]([CH3:25])([CH3:24])[CH3:23])[CH:9]=1)=[O:12])([CH3:17])([CH3:16])[CH3:15]. (9) Given the reactants Cl.[NH2:2][C:3]1[N:11]=[CH:10][N:9]=[C:8]2[C:4]=1[N:5]=[CH:6][N:7]2[C:12]1[CH:17]=[CH:16][C:15]([NH:18][C:19]([NH:21][C:22]2[CH:27]=[CH:26][C:25]([Cl:28])=[C:24]([C:29]([F:32])([F:31])[F:30])[CH:23]=2)=[O:20])=[CH:14][CH:13]=1.[CH2:33]([N:35]=[C:36]=[O:37])[CH3:34], predict the reaction product. The product is: [Cl:28][C:25]1[CH:26]=[CH:27][C:22]([NH:21][C:19](=[O:20])[NH:18][C:15]2[CH:14]=[CH:13][C:12]([N:7]3[CH:6]=[N:5][C:4]4[C:8]3=[N:9][CH:10]=[N:11][C:3]=4[NH:2][C:36]([NH:35][CH2:33][CH3:34])=[O:37])=[CH:17][CH:16]=2)=[CH:23][C:24]=1[C:29]([F:31])([F:32])[F:30]. (10) Given the reactants [CH3:1][N:2]([CH2:4][C:5]1[CH:10]=[CH:9][C:8]([NH:11]/[C:12](=[C:26]2\[C:27](=[O:39])[N:28](C(=O)C)[C:29]3[C:34]\2=[CH:33][CH:32]=[C:31]([F:35])[CH:30]=3)/[C:13]2[CH:18]=[CH:17][C:16]([CH2:19][CH2:20][C:21]([O:23]CC)=[O:22])=[CH:15][CH:14]=2)=[CH:7][CH:6]=1)[CH3:3].[OH-].[Na+].Cl, predict the reaction product. The product is: [CH3:1][N:2]([CH2:4][C:5]1[CH:6]=[CH:7][C:8]([NH:11]/[C:12](=[C:26]2\[C:27](=[O:39])[NH:28][C:29]3[C:34]\2=[CH:33][CH:32]=[C:31]([F:35])[CH:30]=3)/[C:13]2[CH:14]=[CH:15][C:16]([CH2:19][CH2:20][C:21]([OH:23])=[O:22])=[CH:17][CH:18]=2)=[CH:9][CH:10]=1)[CH3:3].